This data is from Catalyst prediction with 721,799 reactions and 888 catalyst types from USPTO. The task is: Predict which catalyst facilitates the given reaction. (1) Reactant: [Cl:1][C:2]1[CH:3]=[C:4]2[C:9](=[CH:10][C:11]=1[O:12][C:13]1[CH:18]=[CH:17][C:16]([C:19](=[O:35])[NH:20][C:21]3[CH:26]=[CH:25][C:24]([F:27])=[C:23]([C:28]4[CH:33]=[CH:32][C:31]([Cl:34])=[CH:30][CH:29]=4)[N:22]=3)=[CH:15][CH:14]=1)[O:8][CH2:7][CH2:6][CH:5]2[C:36]([OH:38])=[O:37].C[O-].[Na+:41].CO. Product: [Cl:1][C:2]1[CH:3]=[C:4]2[C:9](=[CH:10][C:11]=1[O:12][C:13]1[CH:14]=[CH:15][C:16]([C:19](=[O:35])[NH:20][C:21]3[CH:26]=[CH:25][C:24]([F:27])=[C:23]([C:28]4[CH:33]=[CH:32][C:31]([Cl:34])=[CH:30][CH:29]=4)[N:22]=3)=[CH:17][CH:18]=1)[O:8][CH2:7][CH2:6][CH:5]2[C:36]([O-:38])=[O:37].[Na+:41]. The catalyst class is: 92. (2) Reactant: [NH2:1][C:2]1[N:10]=[CH:9][N:8]=[C:7]2[C:3]=1[N:4]=[CH:5][N:6]2[C@H:11]1[C@@H:15]2[O:16]C(C)(C)[O:18][C@@H:14]2[C@@H:13]([CH2:21][S:22]([CH2:25][CH2:26][CH2:27][NH:28][C:29]([NH:31][C:32]2[CH:37]=[CH:36][C:35]([C:38]([CH3:41])([CH3:40])[CH3:39])=[CH:34][CH:33]=2)=[O:30])(=[O:24])=[O:23])[O:12]1. Product: [NH2:1][C:2]1[N:10]=[CH:9][N:8]=[C:7]2[C:3]=1[N:4]=[CH:5][N:6]2[C@@H:11]1[O:12][C@H:13]([CH2:21][S:22]([CH2:25][CH2:26][CH2:27][NH:28][C:29]([NH:31][C:32]2[CH:33]=[CH:34][C:35]([C:38]([CH3:39])([CH3:40])[CH3:41])=[CH:36][CH:37]=2)=[O:30])(=[O:23])=[O:24])[C@@H:14]([OH:18])[C@H:15]1[OH:16]. The catalyst class is: 484. (3) Reactant: Cl.[CH3:2][C:3]([CH3:47])([CH2:45][CH3:46])[CH2:4][C:5]1[N:6]=[C:7]([CH2:29][CH:30]([C:32]2[CH:37]=[CH:36][C:35]([C:38]3[CH:43]=[CH:42][C:41]([F:44])=[CH:40][N:39]=3)=[CH:34][CH:33]=2)[OH:31])[N:8](C(C2C=CC=CC=2)(C2C=CC=CC=2)C2C=CC=CC=2)[CH:9]=1. Product: [CH3:2][C:3]([CH3:47])([CH2:45][CH3:46])[CH2:4][C:5]1[N:6]=[C:7]([CH2:29][CH:30]([C:32]2[CH:37]=[CH:36][C:35]([C:38]3[CH:43]=[CH:42][C:41]([F:44])=[CH:40][N:39]=3)=[CH:34][CH:33]=2)[OH:31])[NH:8][CH:9]=1. The catalyst class is: 5. (4) Reactant: [C:1]([O:5][C:6](=[O:37])[NH:7][C:8]1([C:12]2[CH:17]=[CH:16][C:15]([C:18]3[C:27]([C:28]4[CH:33]=[CH:32][CH:31]=[CH:30][CH:29]=4)=[CH:26][C:25]4[C:24](=O)[C:23](=[N:35][OH:36])[CH2:22][CH2:21][C:20]=4[N:19]=3)=[CH:14][CH:13]=2)[CH2:11][CH2:10][CH2:9]1)([CH3:4])([CH3:3])[CH3:2].[CH:38](=O)[CH3:39].[OH-].[NH4+:42]. Product: [C:1]([O:5][C:6](=[O:37])[NH:7][C:8]1([C:12]2[CH:17]=[CH:16][C:15]([C:18]3[C:27]([C:28]4[CH:33]=[CH:32][CH:31]=[CH:30][CH:29]=4)=[CH:26][C:25]4[C:24]5[N:42]=[C:38]([CH3:39])[N:35]([OH:36])[C:23]=5[CH2:22][CH2:21][C:20]=4[N:19]=3)=[CH:14][CH:13]=2)[CH2:9][CH2:10][CH2:11]1)([CH3:3])([CH3:2])[CH3:4]. The catalyst class is: 8. (5) Reactant: [Cl:1][C:2]1[CH:3]=[CH:4][C:5]([S:8]([CH2:11][CH2:12][CH2:13]Cl)(=[O:10])=[O:9])=[N:6][CH:7]=1.CC(C)([O-])C.[K+].[Cl-].[NH4+]. The catalyst class is: 7. Product: [Cl:1][C:2]1[CH:3]=[CH:4][C:5]([S:8]([CH:11]2[CH2:13][CH2:12]2)(=[O:10])=[O:9])=[N:6][CH:7]=1. (6) Reactant: [Cl:1][C:2]1[N:7]=[N:6][C:5]([NH:8][C:9](=[O:18])[N:10]([CH2:12][CH:13](OC)[O:14]C)[CH3:11])=[CH:4][C:3]=1[C:19]([F:22])([F:21])[F:20].O. Product: [Cl:1][C:2]1[N:7]=[N:6][C:5]([N:8]2[CH:13]([OH:14])[CH2:12][N:10]([CH3:11])[C:9]2=[O:18])=[CH:4][C:3]=1[C:19]([F:22])([F:21])[F:20]. The catalyst class is: 15. (7) Reactant: Cl.C(OC(=O)[NH:8][C:9]1[C:13]([C:14]2[CH:19]=[CH:18][C:17]([CH2:20][CH:21]([NH:33][C:34](=[O:36])[CH3:35])[C:22]3[NH:23][CH:24]=[C:25]([CH2:27][C:28]([CH3:32])([CH3:31])[CH2:29][CH3:30])[N:26]=3)=[CH:16][CH:15]=2)=[CH:12][N:11]([CH3:37])[N:10]=1)(C)(C)C. Product: [NH2:8][C:9]1[C:13]([C:14]2[CH:15]=[CH:16][C:17]([CH2:20][CH:21]([NH:33][C:34](=[O:36])[CH3:35])[C:22]3[NH:23][CH:24]=[C:25]([CH2:27][C:28]([CH3:32])([CH3:31])[CH2:29][CH3:30])[N:26]=3)=[CH:18][CH:19]=2)=[CH:12][N:11]([CH3:37])[N:10]=1. The catalyst class is: 5.